This data is from Full USPTO retrosynthesis dataset with 1.9M reactions from patents (1976-2016). The task is: Predict the reactants needed to synthesize the given product. Given the product [C:4]([O:3][C:1](=[O:2])[N:8]([CH2:10][C:11](=[O:13])[NH:14][CH2:15][CH2:16][O:17][CH2:18][CH2:19][OH:20])[CH3:9])([CH3:5])([CH3:6])[CH3:7], predict the reactants needed to synthesize it. The reactants are: [C:1]([N:8]([CH2:10][C:11]([OH:13])=O)[CH3:9])([O:3][C:4]([CH3:7])([CH3:6])[CH3:5])=[O:2].[NH2:14][CH2:15][CH2:16][O:17][CH2:18][CH2:19][OH:20].